From a dataset of Forward reaction prediction with 1.9M reactions from USPTO patents (1976-2016). Predict the product of the given reaction. (1) The product is: [Br:1][C:2]1[CH:3]=[C:4]2[C:9](=[CH:10][CH:11]=1)[N:8]=[CH:7][C:6]([C:12]([CH:14]1[CH2:16][CH2:15]1)=[O:13])=[C:5]2[NH:18][C:19]1[CH:20]=[CH:21][C:22]([N:25]2[CH2:30][CH2:29][CH:28]([NH:31][C:32](=[O:38])[O:33][C:34]([CH3:36])([CH3:35])[CH3:37])[CH2:27][CH2:26]2)=[N:23][CH:24]=1. Given the reactants [Br:1][C:2]1[CH:3]=[C:4]2[C:9](=[CH:10][CH:11]=1)[N:8]=[CH:7][C:6]([C:12]([CH:14]1[CH2:16][CH2:15]1)=[O:13])=[C:5]2Cl.[NH2:18][C:19]1[CH:20]=[CH:21][C:22]([N:25]2[CH2:30][CH2:29][CH:28]([NH:31][C:32](=[O:38])[O:33][C:34]([CH3:37])([CH3:36])[CH3:35])[CH2:27][CH2:26]2)=[N:23][CH:24]=1, predict the reaction product. (2) Given the reactants [NH2:1][C@@H:2]([C@@H:5]([CH2:11][CH3:12])[CH2:6][C:7]([F:10])([F:9])[F:8])[CH2:3][OH:4].C(N(CC)CC)C.[Cl:20][C:21]1[S:25][C:24]([S:26](Cl)(=[O:28])=[O:27])=[CH:23][CH:22]=1, predict the reaction product. The product is: [Cl:20][C:21]1[S:25][C:24]([S:26]([NH:1][C@H:2]([CH2:3][OH:4])[C@@H:5]([CH2:11][CH3:12])[CH2:6][C:7]([F:8])([F:9])[F:10])(=[O:28])=[O:27])=[CH:23][CH:22]=1. (3) The product is: [CH2:19]([C:13]1[CH:12]=[C:11]2[C:16]([CH:4]([N:3]([OH:2])[CH3:24])[CH2:5][C:6]3([O:10]2)[CH2:9][CH2:8][CH2:7]3)=[C:15]([CH3:17])[C:14]=1[OH:18])[CH3:20]. Given the reactants C[O:2][N:3]=[C:4]1[C:16]2[C:11](=[CH:12][C:13]([CH2:19][CH3:20])=[C:14]([OH:18])[C:15]=2[CH3:17])[O:10][C:6]2([CH2:9][CH2:8][CH2:7]2)[CH2:5]1.Cl.O.O1CCOC[CH2:24]1, predict the reaction product. (4) Given the reactants OS(O)(=O)=O.[C:6]([C:10]1[CH:16]=[CH:15][CH:14]=[CH:13][C:11]=1[NH2:12])([CH3:9])([CH3:8])[CH3:7].[N+:17]([O-])([O-:19])=[O:18].[K+], predict the reaction product. The product is: [N+:17]([C:14]1[CH:15]=[CH:16][C:10]([C:6]([CH3:9])([CH3:7])[CH3:8])=[C:11]([CH:13]=1)[NH2:12])([O-:19])=[O:18].